Predict which catalyst facilitates the given reaction. From a dataset of Catalyst prediction with 721,799 reactions and 888 catalyst types from USPTO. Reactant: [F:1][C:2]1[CH:10]=[CH:9][CH:8]=[C:7]2[C:3]=1[C:4]([C:25](=[O:34])[NH:26][C@H:27]1[CH2:32][CH2:31][CH2:30][CH2:29][C@@H:28]1[OH:33])=[CH:5][N:6]2[CH2:11][CH:12]1[CH2:17][CH2:16][N:15](C(OC(C)(C)C)=O)[CH2:14][CH2:13]1.Cl. Product: [F:1][C:2]1[CH:10]=[CH:9][CH:8]=[C:7]2[C:3]=1[C:4]([C:25]([NH:26][C@H:27]1[CH2:32][CH2:31][CH2:30][CH2:29][C@@H:28]1[OH:33])=[O:34])=[CH:5][N:6]2[CH2:11][CH:12]1[CH2:17][CH2:16][NH:15][CH2:14][CH2:13]1. The catalyst class is: 12.